From a dataset of Forward reaction prediction with 1.9M reactions from USPTO patents (1976-2016). Predict the product of the given reaction. (1) Given the reactants C[O:2][C:3](=[O:19])[CH:4]([O:17][CH3:18])[CH2:5][C:6]1[CH:11]=[CH:10][CH:9]=[C:8]([O:12][CH2:13][CH2:14][CH2:15]Br)[CH:7]=1.[CH3:20][C:21]1[CH:22]=[C:23]([OH:28])[CH:24]=[CH:25][C:26]=1[CH3:27].CO[C@@H](CC1C=CC(OCCCOC2C=CC=CC=2)=CC=1)C(O)=O, predict the reaction product. The product is: [CH3:20][C:21]1[CH:22]=[C:23]([CH:24]=[CH:25][C:26]=1[CH3:27])[O:28][CH2:15][CH2:14][CH2:13][O:12][C:8]1[CH:7]=[C:6]([CH2:5][CH:4]([O:17][CH3:18])[C:3]([OH:2])=[O:19])[CH:11]=[CH:10][CH:9]=1. (2) Given the reactants [CH:1]([C:4]1[C:9]([CH3:10])=[CH:8][CH:7]=[CH:6][C:5]=1[O:11][CH3:12])([CH3:3])[CH3:2].[Br-:13].[Br-].[Br-].C([N+](CCCC)(CCCC)CCCC)CCC.C([N+](CCCC)(CCCC)CCCC)CCC.C([N+](CCCC)(CCCC)CCCC)CCC, predict the reaction product. The product is: [Br:13][C:8]1[CH:7]=[CH:6][C:5]([O:11][CH3:12])=[C:4]([CH:1]([CH3:3])[CH3:2])[C:9]=1[CH3:10].